This data is from Full USPTO retrosynthesis dataset with 1.9M reactions from patents (1976-2016). The task is: Predict the reactants needed to synthesize the given product. (1) Given the product [CH3:22][CH:23]([CH3:27])[CH2:24][CH2:25][NH:26][CH2:1][C:3]1[C:12]2[C:7](=[CH:8][CH:9]=[CH:10][CH:11]=2)[C:6]([O:13][C:14]2[CH:21]=[CH:20][C:17]([C:18]#[N:19])=[CH:16][CH:15]=2)=[CH:5][CH:4]=1, predict the reactants needed to synthesize it. The reactants are: [CH:1]([C:3]1[C:12]2[C:7](=[CH:8][CH:9]=[CH:10][CH:11]=2)[C:6]([O:13][C:14]2[CH:21]=[CH:20][C:17]([C:18]#[N:19])=[CH:16][CH:15]=2)=[CH:5][CH:4]=1)=O.[CH3:22][CH:23]([CH3:27])[CH2:24][CH2:25][NH2:26]. (2) Given the product [F:10][C:11]([F:19])([F:20])[C@:12]([C:5]1[CH:6]=[CH:7][C:2]([F:1])=[CH:3][CH:4]=1)([OH:18])[C:13]([O:15][CH2:16][CH3:17])=[O:14], predict the reactants needed to synthesize it. The reactants are: [F:1][C:2]1[CH:7]=[CH:6][C:5]([Mg]Cl)=[CH:4][CH:3]=1.[F:10][C:11]([F:20])([F:19])[C:12](=[O:18])[C:13]([O:15][CH2:16][CH3:17])=[O:14]. (3) Given the product [NH2:1][C:2]1[N:7]=[CH:6][N:5]=[C:4]2[N:8]([CH:12]([C:14]3[CH:21]=[C:20]([CH3:22])[C:17]([C:18]#[N:19])=[C:16]([CH:23]4[CH2:26][N:25]([CH:31]([CH3:33])[CH3:30])[CH2:24]4)[C:15]=3[O:27][CH2:28][CH3:29])[CH3:13])[N:9]=[C:10]([CH3:11])[C:3]=12, predict the reactants needed to synthesize it. The reactants are: [NH2:1][C:2]1[N:7]=[CH:6][N:5]=[C:4]2[N:8]([CH:12]([C:14]3[CH:21]=[C:20]([CH3:22])[C:17]([C:18]#[N:19])=[C:16]([CH:23]4[CH2:26][NH:25][CH2:24]4)[C:15]=3[O:27][CH2:28][CH3:29])[CH3:13])[N:9]=[C:10]([CH3:11])[C:3]=12.[CH3:30][C:31]([CH3:33])=O.C([BH3-])#N.[Na+]. (4) The reactants are: [C:1]([O:5][C:6]([N:8]1[CH2:13][CH2:12][N:11]([C:14]2[CH:19]=[CH:18][CH:17]=[CH:16][C:15]=2[OH:20])[CH2:10][CH2:9]1)=[O:7])([CH3:4])([CH3:3])[CH3:2].C(=O)([O-])[O-].[Cs+].[Cs+].Cl.[N:28]1[CH:33]=[CH:32][C:31]([CH2:34]Cl)=[CH:30][CH:29]=1. Given the product [C:1]([O:5][C:6]([N:8]1[CH2:9][CH2:10][N:11]([C:14]2[CH:19]=[CH:18][CH:17]=[CH:16][C:15]=2[O:20][CH2:34][C:31]2[CH:32]=[CH:33][N:28]=[CH:29][CH:30]=2)[CH2:12][CH2:13]1)=[O:7])([CH3:4])([CH3:2])[CH3:3], predict the reactants needed to synthesize it. (5) Given the product [F:1][C:2]([F:14])([F:15])[C:3]1[CH:4]=[C:5]([NH:6][C:29](=[O:30])[CH2:28][CH:25]2[CH2:26][CH2:27][N:23]([C:16]([O:18][C:19]([CH3:21])([CH3:20])[CH3:22])=[O:17])[CH2:24]2)[CH:7]=[C:8]([C:10]([F:11])([F:12])[F:13])[CH:9]=1, predict the reactants needed to synthesize it. The reactants are: [F:1][C:2]([F:15])([F:14])[C:3]1[CH:4]=[C:5]([CH:7]=[C:8]([C:10]([F:13])([F:12])[F:11])[CH:9]=1)[NH2:6].[C:16]([N:23]1[CH2:27][CH2:26][CH:25]([CH2:28][C:29](O)=[O:30])[CH2:24]1)([O:18][C:19]([CH3:22])([CH3:21])[CH3:20])=[O:17].CCN(C(C)C)C(C)C.CN(C(ON1N=NC2C=CC=NC1=2)=[N+](C)C)C.F[P-](F)(F)(F)(F)F. (6) Given the product [C:1]([C:5]1[CH:6]=[CH:7][C:8]([S:11]([N:14]2[C:20]3[CH:21]=[C:22]([C:25]4[O:26][C:37](=[S:38])[NH:28][N:27]=4)[CH:23]=[CH:24][C:19]=3[NH:18][C:17]3[N:29]=[C:30]([C:33]([F:35])([F:36])[F:34])[CH:31]=[CH:32][C:16]=3[CH2:15]2)(=[O:13])=[O:12])=[CH:9][CH:10]=1)([CH3:4])([CH3:2])[CH3:3], predict the reactants needed to synthesize it. The reactants are: [C:1]([C:5]1[CH:10]=[CH:9][C:8]([S:11]([N:14]2[C:20]3[CH:21]=[C:22]([C:25]([NH:27][NH2:28])=[O:26])[CH:23]=[CH:24][C:19]=3[NH:18][C:17]3[N:29]=[C:30]([C:33]([F:36])([F:35])[F:34])[CH:31]=[CH:32][C:16]=3[CH2:15]2)(=[O:13])=[O:12])=[CH:7][CH:6]=1)([CH3:4])([CH3:3])[CH3:2].[C:37](Cl)(Cl)=[S:38]. (7) Given the product [C:1]1([O:7][C:8]2[CH:13]=[CH:12][CH:11]=[CH:10][CH:9]=2)[CH:6]=[CH:5][CH:4]=[CH:3][CH:2]=1, predict the reactants needed to synthesize it. The reactants are: [C:1]1([OH:7])[CH:6]=[CH:5][CH:4]=[CH:3][CH:2]=1.[C:8]1(CCCCO)[CH:13]=[CH:12][CH:11]=[CH:10][CH:9]=1.C(P(CCCC)CCCC)CCC.N(C(N(C)C)=O)=NC(N(C)C)=O. (8) Given the product [Cl:18][C:4]1[CH:3]=[C:2]([C:24]2[CH:25]=[CH:26][C:21]([O:20][CH3:19])=[CH:22][CH:23]=2)[C:10]2[N:9]3[CH2:11][CH2:12][CH2:13][NH:14][C:15](=[O:16])[C:8]3=[C:7]([CH3:17])[C:6]=2[CH:5]=1, predict the reactants needed to synthesize it. The reactants are: Br[C:2]1[C:10]2[N:9]3[CH2:11][CH2:12][CH2:13][NH:14][C:15](=[O:16])[C:8]3=[C:7]([CH3:17])[C:6]=2[CH:5]=[C:4]([Cl:18])[CH:3]=1.[CH3:19][O:20][C:21]1[CH:26]=[CH:25][C:24](B(O)O)=[CH:23][CH:22]=1. (9) Given the product [CH3:20][O:21][CH2:22][CH2:23][CH2:24][CH2:25][C:4]([CH:6]1[O:11][CH2:10][CH2:9][N:8]([C:12]([O:14][C:15]([CH3:16])([CH3:17])[CH3:18])=[O:13])[CH2:7]1)=[O:5], predict the reactants needed to synthesize it. The reactants are: CON(C)[C:4]([CH:6]1[O:11][CH2:10][CH2:9][N:8]([C:12]([O:14][C:15]([CH3:18])([CH3:17])[CH3:16])=[O:13])[CH2:7]1)=[O:5].[CH3:20][O:21][CH2:22][CH2:23][CH2:24][CH2:25][Mg]Cl. (10) Given the product [CH3:11][C:4]1[CH:3]=[C:2]([CH:7]=[CH:6][C:5]=1[N+:8]([O-:10])=[O:9])[O:22][C:19]1[CH:18]=[CH:17][C:16]([S:13]([CH3:12])(=[O:15])=[O:14])=[N:21][CH:20]=1, predict the reactants needed to synthesize it. The reactants are: F[C:2]1[CH:7]=[CH:6][C:5]([N+:8]([O-:10])=[O:9])=[C:4]([CH3:11])[CH:3]=1.[CH3:12][S:13]([C:16]1[N:21]=[CH:20][C:19]([OH:22])=[CH:18][CH:17]=1)(=[O:15])=[O:14].C(=O)([O-])[O-].[K+].[K+].